Dataset: Catalyst prediction with 721,799 reactions and 888 catalyst types from USPTO. Task: Predict which catalyst facilitates the given reaction. (1) Reactant: Cl.NO.[Br:4][C:5]1[CH:6]=[N:7][CH:8]=[CH:9][C:10]=1[CH2:11][O:12][C:13]1[CH:14]=[N:15][C:16]([N:19]2[CH2:24][CH2:23][N:22]([C:25]#[N:26])[CH2:21][C@H:20]2[CH3:27])=[N:17][CH:18]=1.C([N:30](C(C)C)C(C)C)C.N1C=CC=CC=1.[C:43](Cl)(=[O:47])[CH:44]([CH3:46])[CH3:45]. Product: [Br:4][C:5]1[CH:6]=[N:7][CH:8]=[CH:9][C:10]=1[CH2:11][O:12][C:13]1[CH:14]=[N:15][C:16]([N:19]2[CH2:24][CH2:23][N:22]([C:25]3[N:30]=[C:43]([CH:44]([CH3:46])[CH3:45])[O:47][N:26]=3)[CH2:21][C@H:20]2[CH3:27])=[N:17][CH:18]=1. The catalyst class is: 872. (2) Reactant: [CH3:1][N:2]([CH3:51])[CH2:3][C:4]([N:6]1[C:14]2[C:9](=[CH:10][C:11]([O:49][CH3:50])=[C:12]([NH:15][C:16]3[N:17]=[C:18]([NH:35][C:36]4[CH:47]=[CH:46][CH:45]=[C:44]([F:48])[C:37]=4[C:38]([NH:40][CH:41]([CH3:43])[CH3:42])=[O:39])[C:19]4[CH:24]=[CH:23][N:22](S(C5C=CC(C)=CC=5)(=O)=O)[C:20]=4[N:21]=3)[CH:13]=2)[CH2:8][CH2:7]1)=[O:5].O.[OH-].[Na+]. Product: [CH3:51][N:2]([CH3:1])[CH2:3][C:4]([N:6]1[C:14]2[C:9](=[CH:10][C:11]([O:49][CH3:50])=[C:12]([NH:15][C:16]3[NH:21][C:20]4=[N:22][CH:23]=[CH:24][C:19]4=[C:18]([NH:35][C:36]4[CH:47]=[CH:46][CH:45]=[C:44]([F:48])[C:37]=4[C:38]([NH:40][CH:41]([CH3:43])[CH3:42])=[O:39])[N:17]=3)[CH:13]=2)[CH2:8][CH2:7]1)=[O:5]. The catalyst class is: 155. (3) Reactant: [F:1][C:2]1[CH:7]=[C:6]([F:8])[CH:5]=[CH:4][C:3]=1[N:9]1[C:14]([CH3:15])=[CH:13][CH:12]=[C:11]([C:16]#N)[C:10]1=[O:18].[OH2:19].[OH-:20].[Na+]. Product: [F:1][C:2]1[CH:7]=[C:6]([F:8])[CH:5]=[CH:4][C:3]=1[N:9]1[C:14]([CH3:15])=[CH:13][CH:12]=[C:11]([C:16]([OH:20])=[O:19])[C:10]1=[O:18]. The catalyst class is: 65.